Dataset: Full USPTO retrosynthesis dataset with 1.9M reactions from patents (1976-2016). Task: Predict the reactants needed to synthesize the given product. (1) The reactants are: Br[C:2]1[CH:3]=[CH:4][C:5]2[N:6]=[C:7]([O:12][CH3:13])[N:8]=[CH:9][C:10]=2[N:11]=1.[NH2:14][C:15]1[S:16][C:17]([C:23]2[CH:28]=[CH:27][C:26]([C:29]([OH:32])([CH3:31])[CH3:30])=[CH:25][CH:24]=2)=[CH:18][C:19]=1[C:20]([NH2:22])=[O:21].C(=O)([O-])[O-].[K+].[K+].CC(C1C=C(C(C)C)C(C2C=CC=CC=2P(C2CCCCC2)C2CCCCC2)=C(C(C)C)C=1)C. Given the product [OH:32][C:29]([C:26]1[CH:25]=[CH:24][C:23]([C:17]2[S:16][C:15]([NH:14][C:2]3[CH:3]=[CH:4][C:5]4[N:6]=[C:7]([O:12][CH3:13])[N:8]=[CH:9][C:10]=4[N:11]=3)=[C:19]([C:20]([NH2:22])=[O:21])[CH:18]=2)=[CH:28][CH:27]=1)([CH3:31])[CH3:30], predict the reactants needed to synthesize it. (2) Given the product [CH:1]1([C:5]2[N:9]3[CH:10]=[CH:11][N:12]=[C:13]([NH2:14])[C:8]3=[C:7]([C:26]3[CH:25]=[C:24]4[C:29]([CH:30]=[CH:31][C:22]([C:17]5[CH:18]=[CH:19][CH:20]=[CH:21][N:16]=5)=[N:23]4)=[CH:28][CH:27]=3)[N:6]=2)[CH2:4][CH2:3][CH2:2]1, predict the reactants needed to synthesize it. The reactants are: [CH:1]1([C:5]2[N:9]3[CH:10]=[CH:11][N:12]=[C:13]([NH2:14])[C:8]3=[C:7](I)[N:6]=2)[CH2:4][CH2:3][CH2:2]1.[N:16]1[CH:21]=[CH:20][CH:19]=[CH:18][C:17]=1[C:22]1[CH:31]=[CH:30][C:29]2[C:24](=[CH:25][C:26](B3OC(C)(C)C(C)(C)O3)=[CH:27][CH:28]=2)[N:23]=1.C([O-])([O-])=O.[Na+].[Na+].O. (3) Given the product [F:1][C:2]1[CH:7]=[CH:6][C:5]([CH2:8][C:9]2[C:10]([N:16]3[CH2:22][C:21]4[CH:23]=[C:24]([C:27]5[CH:36]=[CH:35][C:30]([C:31]([OH:33])=[O:32])=[CH:29][CH:28]=5)[CH:25]=[CH:26][C:20]=4[O:19][CH2:18][CH2:17]3)=[N:11][CH:12]=[N:13][C:14]=2[CH3:15])=[CH:4][CH:3]=1, predict the reactants needed to synthesize it. The reactants are: [F:1][C:2]1[CH:7]=[CH:6][C:5]([CH2:8][C:9]2[C:10]([N:16]3[CH2:22][C:21]4[CH:23]=[C:24]([C:27]5[CH:36]=[CH:35][C:30]([C:31]([O:33]C)=[O:32])=[CH:29][CH:28]=5)[CH:25]=[CH:26][C:20]=4[O:19][CH2:18][CH2:17]3)=[N:11][CH:12]=[N:13][C:14]=2[CH3:15])=[CH:4][CH:3]=1.CO.[OH-].[K+].Cl. (4) Given the product [C:20]([O:24][C:25]([N:27]1[CH2:28][CH2:29][CH:30]([N:33]([C:37]([C:39]2[CH:40]=[N:41][C:42]([C:14]3[CH:15]=[CH:16][C:11]([C:9]([OH:8])=[O:10])=[CH:12][CH:13]=3)=[N:43][CH:44]=2)=[O:38])[CH:34]2[CH2:36][CH2:35]2)[CH2:31][CH2:32]1)=[O:26])([CH3:23])([CH3:21])[CH3:22], predict the reactants needed to synthesize it. The reactants are: C([O-])([O-])=O.[Na+].[Na+].C[O:8][C:9]([C:11]1[CH:16]=[CH:15][C:14](B(O)O)=[CH:13][CH:12]=1)=[O:10].[C:20]([O:24][C:25]([N:27]1[CH2:32][CH2:31][CH:30]([N:33]([C:37]([C:39]2[CH:40]=[N:41][C:42](Cl)=[N:43][CH:44]=2)=[O:38])[CH:34]2[CH2:36][CH2:35]2)[CH2:29][CH2:28]1)=[O:26])([CH3:23])([CH3:22])[CH3:21]. (5) Given the product [Cl:1][C:2]1[CH:11]=[CH:10][C:9]2[N:8]=[CH:7][C:6]3[N:12]=[CH:14][N:13]([CH3:16])[C:5]=3[C:4]=2[CH:3]=1, predict the reactants needed to synthesize it. The reactants are: [Cl:1][C:2]1[CH:3]=[C:4]2[C:9](=[CH:10][CH:11]=1)[N:8]=[CH:7][C:6]([NH2:12])=[C:5]2[NH:13][CH3:14].Cl.[CH:16](O)=O. (6) Given the product [I:29][C:20]1[C:19]([O:22][CH:23]2[CH2:28][CH2:27][CH2:26][CH2:25][O:24]2)=[CH:18][N:17]=[C:16]([O:15][CH3:14])[CH:21]=1, predict the reactants needed to synthesize it. The reactants are: CN(C)CCN(C)C.C([Li])CCC.[CH3:14][O:15][C:16]1[CH:21]=[CH:20][C:19]([O:22][CH:23]2[CH2:28][CH2:27][CH2:26][CH2:25][O:24]2)=[CH:18][N:17]=1.[I:29]I. (7) Given the product [C:11]([C:9]1[CH:10]=[C:5]2[N:4]=[CH:3][C:2]([C:20]#[C:19][Si:16]([CH3:18])([CH3:17])[CH3:15])=[CH:7][N:6]2[N:8]=1)([CH3:14])([CH3:13])[CH3:12], predict the reactants needed to synthesize it. The reactants are: Br[C:2]1[CH:3]=[N:4][C:5]2[N:6]([N:8]=[C:9]([C:11]([CH3:14])([CH3:13])[CH3:12])[CH:10]=2)[CH:7]=1.[CH3:15][Si:16]([C:19]#[CH:20])([CH3:18])[CH3:17]. (8) Given the product [F:23][C:24]1[CH:29]=[CH:28][C:27]([N:30]2[C:33](=[O:34])[C@H:32]([S:35][CH2:36][CH:37]([C:39]3[CH:40]=[CH:41][C:42]([F:45])=[CH:43][CH:44]=3)[OH:38])[C@H:31]2[C:46]2[CH:60]=[CH:59][C:49]([O:50][CH2:51][C:52]([NH:54][CH2:55][C:56]([NH:83][C@@H:82]([C:84]([OH:86])=[O:85])[CH:81]([C:87]3[CH:88]=[CH:89][CH:90]=[CH:91][CH:92]=3)[C:75]3[CH:80]=[CH:79][CH:78]=[CH:77][CH:76]=3)=[O:57])=[O:53])=[CH:48][CH:47]=2)=[CH:26][CH:25]=1, predict the reactants needed to synthesize it. The reactants are: CN(C(ON1N=NC2C=CC=CC1=2)=[N+](C)C)C.[B-](F)(F)(F)F.[F:23][C:24]1[CH:29]=[CH:28][C:27]([N:30]2[C:33](=[O:34])[C@H:32]([S:35][CH2:36][C:37]([C:39]3[CH:44]=[CH:43][C:42]([F:45])=[CH:41][CH:40]=3)=[O:38])[C@H:31]2[C:46]2[CH:60]=[CH:59][C:49]([O:50][CH2:51][C:52]([NH:54][CH2:55][C:56](O)=[O:57])=[O:53])=[CH:48][CH:47]=2)=[CH:26][CH:25]=1.CN1CCOCC1.FC(F)(F)C(O)=O.[C:75]1([CH:81]([C:87]2[CH:92]=[CH:91][CH:90]=[CH:89][CH:88]=2)[C@H:82]([C:84]([OH:86])=[O:85])[NH2:83])[CH:80]=[CH:79][CH:78]=[CH:77][CH:76]=1.[BH4-].[Na+].